The task is: Predict which catalyst facilitates the given reaction.. This data is from Catalyst prediction with 721,799 reactions and 888 catalyst types from USPTO. Reactant: [I:1][C:2]1[CH:3]=[CH:4][C:5]2[CH:19]3[CH2:20][CH:17]([CH2:18]3)[C:8]3[NH:9][C:10]([C:12]([O:14][CH2:15][CH3:16])=[O:13])=[N:11][C:7]=3[C:6]=2[CH:21]=1.[C:22](=O)([O-])[O-].[K+].[K+].CI. Product: [I:1][C:2]1[CH:3]=[CH:4][C:5]2[CH:19]3[CH2:18][CH:17]([CH2:20]3)[C:8]3[N:9]([CH3:22])[C:10]([C:12]([O:14][CH2:15][CH3:16])=[O:13])=[N:11][C:7]=3[C:6]=2[CH:21]=1. The catalyst class is: 42.